Dataset: Full USPTO retrosynthesis dataset with 1.9M reactions from patents (1976-2016). Task: Predict the reactants needed to synthesize the given product. (1) Given the product [CH3:26][N:27]([CH2:28][CH2:29][CH2:30][S:31]([CH2:33][CH2:34][CH2:35][C:36]([F:42])([F:41])[C:37]([F:40])([F:39])[F:38])=[O:32])[CH2:2][CH2:3][CH2:4][CH2:5][CH2:6][CH2:7][C:8]1[C:14]2[CH:15]=[CH:16][C:17]([OH:19])=[CH:18][C:13]=2[CH2:12][CH2:11][CH2:10][C:9]=1[C:20]1[CH:25]=[CH:24][CH:23]=[CH:22][CH:21]=1, predict the reactants needed to synthesize it. The reactants are: Br[CH2:2][CH2:3][CH2:4][CH2:5][CH2:6][CH2:7][C:8]1[C:14]2[CH:15]=[CH:16][C:17]([OH:19])=[CH:18][C:13]=2[CH2:12][CH2:11][CH2:10][C:9]=1[C:20]1[CH:25]=[CH:24][CH:23]=[CH:22][CH:21]=1.[CH3:26][NH:27][CH2:28][CH2:29][CH2:30][S:31]([CH2:33][CH2:34][CH2:35][C:36]([F:42])([F:41])[C:37]([F:40])([F:39])[F:38])=[O:32]. (2) Given the product [NH2:17][C:18]([CH3:20])([CH3:19])[C:21]([NH:22][C@H:23]([CH2:44][O:45][CH2:46][C:47]1[CH:48]=[CH:49][C:50]([O:53][CH3:54])=[CH:51][CH:52]=1)[C:24]([N:26]1[CH2:43][CH2:42][CH2:41][C:28]2([C:32](=[O:33])[N:31]([CH3:34])[CH2:30][CH:29]2[C:35]2[CH:40]=[CH:39][CH:38]=[CH:37][CH:36]=2)[CH2:27]1)=[O:25])=[O:55], predict the reactants needed to synthesize it. The reactants are: C1C2C(COC(=O)[NH:17][C:18]([C:21](=[O:55])[NH:22][C@H:23]([CH2:44][O:45][CH2:46][C:47]3[CH:52]=[CH:51][C:50]([O:53][CH3:54])=[CH:49][CH:48]=3)[C:24]([N:26]3[CH2:43][CH2:42][CH2:41][C:28]4([C:32](=[O:33])[N:31]([CH3:34])[CH2:30][CH:29]4[C:35]4[CH:40]=[CH:39][CH:38]=[CH:37][CH:36]=4)[CH2:27]3)=[O:25])([CH3:20])[CH3:19])C3C(=CC=CC=3)C=2C=CC=1.N1CCCCC1.